Predict which catalyst facilitates the given reaction. From a dataset of Catalyst prediction with 721,799 reactions and 888 catalyst types from USPTO. (1) Reactant: [CH:1]1([C:7]2[CH:12]=[CH:11][C:10]([C:13](=O)[CH2:14][C:15](=O)[C:16]([O:18][CH2:19][CH3:20])=[O:17])=[CH:9][CH:8]=2)[CH2:6][CH2:5][CH2:4][CH2:3][CH2:2]1.C(O)C.Cl.[C:27]([NH:31][NH2:32])([CH3:30])([CH3:29])[CH3:28].Cl. The catalyst class is: 4. Product: [C:27]([N:31]1[C:13]([C:10]2[CH:11]=[CH:12][C:7]([CH:1]3[CH2:6][CH2:5][CH2:4][CH2:3][CH2:2]3)=[CH:8][CH:9]=2)=[CH:14][C:15]([C:16]([O:18][CH2:19][CH3:20])=[O:17])=[N:32]1)([CH3:30])([CH3:29])[CH3:28]. (2) Reactant: [CH3:1][O:2][C:3]1[C:8]([N+:9]([O-])=O)=[CH:7][CH:6]=[CH:5][C:4]=1[C:12]1[O:16][C:15]([CH3:17])=[C:14]([C:18]([OH:20])=[O:19])[CH:13]=1. Product: [CH3:1][O:2][C:3]1[C:8]([NH2:9])=[CH:7][CH:6]=[CH:5][C:4]=1[C:12]1[O:16][C:15]([CH3:17])=[C:14]([C:18]([OH:20])=[O:19])[CH:13]=1. The catalyst class is: 19.